From a dataset of Peptide-MHC class I binding affinity with 185,985 pairs from IEDB/IMGT. Regression. Given a peptide amino acid sequence and an MHC pseudo amino acid sequence, predict their binding affinity value. This is MHC class I binding data. (1) The peptide sequence is YVADALAAF. The MHC is HLA-A02:03 with pseudo-sequence HLA-A02:03. The binding affinity (normalized) is 0.375. (2) The peptide sequence is MGVRNSVLSG. The MHC is Mamu-B03 with pseudo-sequence Mamu-B03. The binding affinity (normalized) is 0. (3) The peptide sequence is LYKTIVNIW. The MHC is HLA-B18:01 with pseudo-sequence HLA-B18:01. The binding affinity (normalized) is 0.0847. (4) The peptide sequence is EVVDMLSTY. The MHC is HLA-A02:19 with pseudo-sequence HLA-A02:19. The binding affinity (normalized) is 0.0847. (5) The peptide sequence is GAAFSGVSW. The MHC is HLA-B57:01 with pseudo-sequence HLA-B57:01. The binding affinity (normalized) is 0.711. (6) The peptide sequence is FVMCLEAKT. The binding affinity (normalized) is 0.365. The MHC is HLA-A03:01 with pseudo-sequence HLA-A03:01. (7) The binding affinity (normalized) is 0.111. The peptide sequence is MALMKLAAL. The MHC is HLA-B53:01 with pseudo-sequence HLA-B53:01.